Dataset: Catalyst prediction with 721,799 reactions and 888 catalyst types from USPTO. Task: Predict which catalyst facilitates the given reaction. (1) Product: [CH:1]1([CH2:4][N:17]2[CH:18]=[C:13]([I:12])[CH:14]=[C:15]([NH:20][C:21](=[O:30])[O:22][CH2:23][C:24]3[CH:25]=[CH:26][CH:27]=[CH:28][CH:29]=3)[C:16]2=[O:19])[CH2:3][CH2:2]1. Reactant: [CH:1]1([CH2:4]Br)[CH2:3][CH2:2]1.C(=O)([O-])[O-].[Cs+].[Cs+].[I:12][C:13]1[CH:14]=[C:15]([NH:20][C:21](=[O:30])[O:22][CH2:23][C:24]2[CH:29]=[CH:28][CH:27]=[CH:26][CH:25]=2)[C:16](=[O:19])[NH:17][CH:18]=1. The catalyst class is: 35. (2) Reactant: [F:1][C:2]1[CH:11]=[CH:10][C:9]([O:12][CH2:13][CH2:14][CH3:15])=[C:8]2[C:3]=1[C:4](=[O:17])[C:5](I)=[CH:6][NH:7]2.C1(C)C=CC=CC=1.[O:25]1[CH:29]=[CH:28][C:27](B(O)O)=[CH:26]1.C(=O)([O-])[O-].[Na+].[Na+]. Product: [F:1][C:2]1[CH:11]=[CH:10][C:9]([O:12][CH2:13][CH2:14][CH3:15])=[C:8]2[C:3]=1[C:4](=[O:17])[C:5]([C:27]1[CH:28]=[CH:29][O:25][CH:26]=1)=[CH:6][NH:7]2. The catalyst class is: 72. (3) Reactant: [F:1][C:2]1[CH:7]=[CH:6][C:5]([O:8][C:9](=[O:24])[N:10]([C@H:12]2[C@H:16]([C:17]3[CH:22]=[CH:21][C:20]([Cl:23])=[CH:19][CH:18]=3)[CH2:15][NH:14][CH2:13]2)[CH3:11])=[CH:4][CH:3]=1.[CH3:25][C:26]1[CH:27]=[CH:28][C:29]([N:32]2[CH2:37][CH2:36][CH:35]([C:38](O)=[O:39])[CH2:34][CH2:33]2)=[N:30][CH:31]=1.CN(C(ON1N=NC2C=CC=NC1=2)=[N+](C)C)C.F[P-](F)(F)(F)(F)F.CCN(C(C)C)C(C)C. Product: [F:1][C:2]1[CH:7]=[CH:6][C:5]([O:8][C:9](=[O:24])[N:10]([C@H:12]2[C@H:16]([C:17]3[CH:22]=[CH:21][C:20]([Cl:23])=[CH:19][CH:18]=3)[CH2:15][N:14]([C:38]([CH:35]3[CH2:36][CH2:37][N:32]([C:29]4[CH:28]=[CH:27][C:26]([CH3:25])=[CH:31][N:30]=4)[CH2:33][CH2:34]3)=[O:39])[CH2:13]2)[CH3:11])=[CH:4][CH:3]=1. The catalyst class is: 3. (4) The catalyst class is: 17. Product: [C:7]([O:27][CH2:26][C@H:25]1[O:28][C@@H:21]([N:29]2[CH:37]=[C:35]([CH3:36])[C:33](=[O:34])[NH:32][C:30]2=[O:31])[CH2:22][C@@H:23]1[OH:24])([C:14]1[CH:19]=[CH:18][CH:17]=[CH:16][CH:15]=1)([C:8]1[CH:13]=[CH:12][CH:11]=[CH:10][CH:9]=1)[C:1]1[CH:6]=[CH:5][CH:4]=[CH:3][CH:2]=1. Reactant: [C:1]1([C:7](Cl)([C:14]2[CH:19]=[CH:18][CH:17]=[CH:16][CH:15]=2)[C:8]2[CH:13]=[CH:12][CH:11]=[CH:10][CH:9]=2)[CH:6]=[CH:5][CH:4]=[CH:3][CH:2]=1.[C@@H:21]1([N:29]2[CH:37]=[C:35]([CH3:36])[C:33](=[O:34])[NH:32][C:30]2=[O:31])[O:28][C@H:25]([CH2:26][OH:27])[C@@H:23]([OH:24])[CH2:22]1.C(=O)(O)[O-].[Na+]. (5) Reactant: O=P(Cl)(Cl)[Cl:3].CN([CH:9]=[O:10])C.[C:11]([C:15]1[CH:20]=[CH:19][CH:18]=[CH:17][CH:16]=1)(=O)[CH2:12][CH3:13].C([O-])(=O)C.[Na+]. Product: [Cl:3][C:11]([C:15]1[CH:20]=[CH:19][CH:18]=[CH:17][CH:16]=1)=[C:12]([CH3:13])[CH:9]=[O:10]. The catalyst class is: 6. (6) Reactant: [NH:1]1[C:5]2(CCCCC2)[CH:4]=CS1(=O)=O.Br[CH2:14][C:15]1[CH:20]=[CH:19][C:18]([C:21]2[S:22](=[O:33])(=[O:32])[NH:23][C:24]3([CH2:31][CH2:30][CH2:29][CH2:28][CH2:27]3)[C:25]=2[CH3:26])=[CH:17][CH:16]=1.C(N)C. Product: [CH2:5]([NH:1][CH2:26][C:25]1[C:24]2([CH2:31][CH2:30][CH2:29][CH2:28][CH2:27]2)[NH:23][S:22](=[O:33])(=[O:32])[C:21]=1[C:18]1[CH:19]=[CH:20][C:15]([CH3:14])=[CH:16][CH:17]=1)[CH3:4]. The catalyst class is: 8. (7) Reactant: O[CH2:2][CH:3]1C(CO)CC=CC1.Cl[C:12]1C=CC=C(C(OO)=O)[CH:13]=1.[OH:22][CH2:23][CH:24]1[CH:29]([CH2:30][OH:31])[CH2:28][CH:27]2[O:32][CH:26]2[CH2:25]1.C(=O)([O-])[O-].[Na+].[Na+].C(O)(=O)CC.C(OC=C)(=O)C. Product: [CH:2]([O:22][CH2:23][CH:24]1[CH:29]([CH2:30][O:31][CH:12]=[CH2:13])[CH2:28][CH:27]2[O:32][CH:26]2[CH2:25]1)=[CH2:3]. The catalyst class is: 11.